Predict the product of the given reaction. From a dataset of Forward reaction prediction with 1.9M reactions from USPTO patents (1976-2016). (1) Given the reactants [NH2:1][C:2]1[C:11]([NH2:12])=[C:10]2[C:5]([CH2:6][CH2:7][CH:8]([CH2:13][OH:14])[O:9]2)=[CH:4][CH:3]=1.[C:15](N1C=CN=C1)(N1C=CN=C1)=[O:16], predict the reaction product. The product is: [OH:14][CH2:13][CH:8]1[O:9][C:10]2[C:5](=[CH:4][CH:3]=[C:2]3[NH:1][C:15](=[O:16])[NH:12][C:11]3=2)[CH2:6][CH2:7]1. (2) The product is: [C:1]([C:5]1[CH:6]=[C:7]([NH:17][C:36]([C:32]2[C:33]3[C:28](=[CH:27][C:26]([O:25][C:21]4[CH:20]=[C:19]([Cl:18])[N:24]=[CH:23][N:22]=4)=[CH:35][CH:34]=3)[CH:29]=[CH:30][CH:31]=2)=[O:37])[N:8]([C:10]2[CH:11]=[CH:12][C:13]([F:16])=[CH:14][CH:15]=2)[N:9]=1)([CH3:4])([CH3:2])[CH3:3]. Given the reactants [C:1]([C:5]1[CH:6]=[C:7]([NH2:17])[N:8]([C:10]2[CH:15]=[CH:14][C:13]([F:16])=[CH:12][CH:11]=2)[N:9]=1)([CH3:4])([CH3:3])[CH3:2].[Cl:18][C:19]1[N:24]=[CH:23][N:22]=[C:21]([O:25][C:26]2[CH:27]=[C:28]3[C:33](=[CH:34][CH:35]=2)[C:32]([C:36](Cl)=[O:37])=[CH:31][CH:30]=[CH:29]3)[CH:20]=1.N1C=CC=CC=1, predict the reaction product. (3) The product is: [Cl:3][C:4]1[CH:34]=[CH:33][C:7]([CH2:8][O:9][C:10]2[CH:15]=[CH:14][N:13]([C:16]3[CH:17]=[CH:18][C:19]4[N:23]=[C:22]([CH:24]5[CH2:26][CH:25]5[C:27]([O:29][CH3:35])=[O:28])[N:21]([CH3:30])[C:20]=4[CH:31]=3)[C:12](=[O:32])[CH:11]=2)=[CH:6][CH:5]=1. Given the reactants IC.[Cl:3][C:4]1[CH:34]=[CH:33][C:7]([CH2:8][O:9][C:10]2[CH:15]=[CH:14][N:13]([C:16]3[CH:17]=[CH:18][C:19]4[N:23]=[C:22]([CH:24]5[CH2:26][CH:25]5[C:27]([OH:29])=[O:28])[N:21]([CH3:30])[C:20]=4[CH:31]=3)[C:12](=[O:32])[CH:11]=2)=[CH:6][CH:5]=1.[C:35](=O)([O-])[O-].[K+].[K+], predict the reaction product. (4) Given the reactants FC1C(O[C:9]([C:11]2[N:12]([CH3:33])[C:13]3[C:21]([C:22]=2[Br:23])=[C:20]2[C:16]([C:17](=[O:25])[NH:18][C:19]2=[O:24])=[C:15]([C:26]2[CH:31]=[CH:30][CH:29]=[CH:28][C:27]=2[Cl:32])[CH:14]=3)=[O:10])=C(F)C(F)=C(F)C=1F.[NH2:38][CH2:39][CH2:40][O:41][CH2:42][CH2:43][OH:44], predict the reaction product. The product is: [OH:44][CH2:43][CH2:42][O:41][CH2:40][CH2:39][NH:38][C:9]([C:11]1[N:12]([CH3:33])[C:13]2[C:21]([C:22]=1[Br:23])=[C:20]1[C:16]([C:17](=[O:25])[NH:18][C:19]1=[O:24])=[C:15]([C:26]1[CH:31]=[CH:30][CH:29]=[CH:28][C:27]=1[Cl:32])[CH:14]=2)=[O:10]. (5) Given the reactants C([O:8][N:9]1[C:14]2[N:15]=[CH:16][N:17]=[C:18]([CH3:19])[C:13]=2[C:12]([NH:20][CH2:21][C:22]2[O:23][CH:24]=[CH:25][CH:26]=2)=[CH:11][C:10]1=[O:27])C1C=CC=CC=1.[H][H], predict the reaction product. The product is: [O:23]1[CH:24]=[CH:25][CH:26]=[C:22]1[CH2:21][NH:20][C:12]1[C:13]2[C:18]([CH3:19])=[N:17][CH:16]=[N:15][C:14]=2[N:9]([OH:8])[C:10](=[O:27])[CH:11]=1. (6) Given the reactants Br[C:2]1[CH:29]=[CH:28][C:5]2[C:6]3[N:10]([CH2:11][CH2:12][O:13][C:4]=2[CH:3]=1)[CH:9]=[C:8]([C:14]1[N:15]([C:20]2[CH:25]=[CH:24][C:23]([F:26])=[CH:22][C:21]=2[F:27])[N:16]=[C:17]([CH3:19])[N:18]=1)[N:7]=3.[CH3:30][N:31](C=O)C, predict the reaction product. The product is: [F:27][C:21]1[CH:22]=[C:23]([F:26])[CH:24]=[CH:25][C:20]=1[N:15]1[C:14]([C:8]2[N:7]=[C:6]3[N:10]([CH2:11][CH2:12][O:13][C:4]4[CH:3]=[C:2]([C:30]#[N:31])[CH:29]=[CH:28][C:5]=43)[CH:9]=2)=[N:18][C:17]([CH3:19])=[N:16]1. (7) Given the reactants [NH2:1][C:2]1[CH:16]=[CH:15][CH:14]=[CH:13][C:3]=1[CH2:4][NH:5][CH:6]1[CH2:10][C:9](=[O:11])[NH:8][C:7]1=[O:12].[C:17](N1C=CN=C1)(N1C=CN=C1)=[O:18], predict the reaction product. The product is: [O:18]=[C:17]1[N:5]([CH:6]2[CH2:10][C:9](=[O:11])[NH:8][C:7]2=[O:12])[CH2:4][C:3]2[C:2](=[CH:16][CH:15]=[CH:14][CH:13]=2)[NH:1]1. (8) Given the reactants CS([O:5][CH2:6][C:7]1[C:8]([C:26]([F:29])([F:28])[F:27])=[N:9][N:10]([CH:12]2[CH2:17][CH2:16][N:15]([C:18]3[N:23]=[CH:22][C:21]([CH2:24][CH3:25])=[CH:20][N:19]=3)[CH2:14][CH2:13]2)[CH:11]=1)(=O)=O.[F:30][C:31]1[CH:36]=[C:35]([N:37]2[CH:41]=[N:40][N:39]=[N:38]2)[CH:34]=[CH:33][C:32]=1O, predict the reaction product. The product is: [CH2:24]([C:21]1[CH:20]=[N:19][C:18]([N:15]2[CH2:16][CH2:17][CH:12]([N:10]3[CH:11]=[C:7]([CH2:6][O:5][C:32]4[CH:33]=[CH:34][C:35]([N:37]5[CH:41]=[N:40][N:39]=[N:38]5)=[CH:36][C:31]=4[F:30])[C:8]([C:26]([F:29])([F:28])[F:27])=[N:9]3)[CH2:13][CH2:14]2)=[N:23][CH:22]=1)[CH3:25].